Dataset: Reaction yield outcomes from USPTO patents with 853,638 reactions. Task: Predict the reaction yield, written as a fraction of the theoretical maximum amount of product (1.0 means a 100% yield; for example, 0.34 means a 34% yield). (1) The reactants are [C:1]1(=[C:6]([N:10]2[CH:14]=[C:13]([C:15]3[C:16]4[CH:23]=[CH:22][N:21](COCC[Si](C)(C)C)[C:17]=4[N:18]=[CH:19][N:20]=3)[CH:12]=[N:11]2)[CH2:7][C:8]#[N:9])[CH2:5][CH2:4][CH2:3][CH2:2]1. The catalyst is C(Cl)Cl.C(O)(C(F)(F)F)=O. The product is [C:1]1(=[C:6]([N:10]2[CH:14]=[C:13]([C:15]3[C:16]4[CH:23]=[CH:22][NH:21][C:17]=4[N:18]=[CH:19][N:20]=3)[CH:12]=[N:11]2)[CH2:7][C:8]#[N:9])[CH2:5][CH2:4][CH2:3][CH2:2]1. The yield is 0.330. (2) The reactants are [CH3:1][C:2]1([CH3:15])[CH2:6][N:5]([C:7]2[CH:8]=[N:9][CH:10]=[CH:11][C:12]=2[CH3:13])[C:4](=[O:14])[NH:3]1.I[C:17]1[CH:25]=[CH:24][C:20]2[N:21]=[CH:22][S:23][C:19]=2[CH:18]=1.N[C@@H]1CCCC[C@H]1N.P([O-])([O-])([O-])=O.[K+].[K+].[K+]. The catalyst is [Cu](I)I.O1CCOCC1. The product is [S:23]1[C:19]2[CH:18]=[C:17]([N:3]3[C:2]([CH3:15])([CH3:1])[CH2:6][N:5]([C:7]4[CH:8]=[N:9][CH:10]=[CH:11][C:12]=4[CH3:13])[C:4]3=[O:14])[CH:25]=[CH:24][C:20]=2[N:21]=[CH:22]1. The yield is 0.121. (3) The reactants are [CH3:1][CH:2]([CH3:31])[CH2:3][CH:4]([C:16]1[CH:21]=[CH:20][C:19]([N:22]2[CH:26]=[C:25]([C:27]([F:30])([F:29])[F:28])[N:24]=[CH:23]2)=[CH:18][CH:17]=1)[O:5][C:6]1[CH:15]=[CH:14][C:9]([C:10]([O:12]C)=[O:11])=[CH:8][CH:7]=1.[OH-].[Na+].Cl. The catalyst is CO.O. The product is [CH3:1][CH:2]([CH3:31])[CH2:3][CH:4]([C:16]1[CH:21]=[CH:20][C:19]([N:22]2[CH:26]=[C:25]([C:27]([F:29])([F:28])[F:30])[N:24]=[CH:23]2)=[CH:18][CH:17]=1)[O:5][C:6]1[CH:7]=[CH:8][C:9]([C:10]([OH:12])=[O:11])=[CH:14][CH:15]=1. The yield is 1.00. (4) The reactants are [CH:1]([NH:3][CH:4]1[CH2:12][C:11]2[C:6](=[CH:7][CH:8]=[C:9]([S:13]C(=O)N(C)C)[CH:10]=2)[CH2:5]1)=O.[H-].[Al+3].[Li+].[H-].[H-].[H-].C([O-])([O-])=O.[Cs+].[Cs+].Br[C:32]([CH3:41])([CH3:40])[C:33]([O:35][C:36]([CH3:39])([CH3:38])[CH3:37])=[O:34].[BH4-].[Na+]. The catalyst is C1COCC1. The product is [C:36]([O:35][C:33](=[O:34])[C:32]([CH3:41])([S:13][C:9]1[CH:10]=[C:11]2[C:6](=[CH:7][CH:8]=1)[CH2:5][CH:4]([NH:3][CH3:1])[CH2:12]2)[CH3:40])([CH3:39])([CH3:38])[CH3:37]. The yield is 0.200. (5) The reactants are [CH3:1][C:2]1([CH:23]=O)[CH2:6][O:5][C:4]([C:7]2[CH:8]=[N:9][C:10]([O:13][CH2:14][CH2:15][CH2:16][N:17]3[CH2:21][CH2:20][CH2:19][CH:18]3[CH3:22])=[CH:11][CH:12]=2)=[N:3]1.[NH:25]1[CH2:29][CH2:28][CH2:27][CH2:26]1.C(O[BH-](OC(=O)C)OC(=O)C)(=O)C.[Na+].O. The catalyst is ClC(Cl)C. The product is [CH3:1][C:2]1([CH2:23][N:25]2[CH2:29][CH2:28][CH2:27][CH2:26]2)[CH2:6][O:5][C:4]([C:7]2[CH:12]=[CH:11][C:10]([O:13][CH2:14][CH2:15][CH2:16][N:17]3[CH2:21][CH2:20][CH2:19][CH:18]3[CH3:22])=[N:9][CH:8]=2)=[N:3]1. The yield is 0.250. (6) The catalyst is C1(C)C=CC=CC=1. The reactants are [S:1]1[CH:5]=[CH:4][CH:3]=[C:2]1[C:6]1[N:11]=[C:10]([C:12]#[N:13])[CH:9]=[CH:8][CH:7]=1.[C:14](OC)(=[O:22])[C:15]1[C:16](=[CH:18][CH:19]=[CH:20][CH:21]=1)[SH:17].C(N(CC)CC)C. The yield is 0.860. The product is [S:1]1[CH:5]=[CH:4][CH:3]=[C:2]1[C:6]1[N:11]=[C:10]([C:12]2[S:17][C:16]3[CH:18]=[CH:19][CH:20]=[CH:21][C:15]=3[C:14](=[O:22])[N:13]=2)[CH:9]=[CH:8][CH:7]=1. (7) The reactants are [CH3:1][N:2]([C@@H:13]1[CH2:17][CH2:16][N:15]([C:18]2[C:19]3[CH:26]=[CH:25][N:24]([CH2:27][O:28][CH2:29][CH2:30][Si:31]([CH3:34])([CH3:33])[CH3:32])[C:20]=3[N:21]=[CH:22][N:23]=2)[CH2:14]1)[C:3]1[CH:8]=[C:7]([CH3:9])[C:6]([N+:10]([O-])=O)=[CH:5][N:4]=1.[NH4+].[Cl-].[N:37]([O-])=O.[Na+].N.O. The catalyst is C(O)C.O.[Fe]. The product is [CH3:1][N:2]([C@@H:13]1[CH2:17][CH2:16][N:15]([C:18]2[C:19]3[CH:26]=[CH:25][N:24]([CH2:27][O:28][CH2:29][CH2:30][Si:31]([CH3:34])([CH3:33])[CH3:32])[C:20]=3[N:21]=[CH:22][N:23]=2)[CH2:14]1)[C:3]1[CH:8]=[C:7]2[CH:9]=[N:37][NH:10][C:6]2=[CH:5][N:4]=1. The yield is 0.330. (8) The reactants are [Br:1][C:2]1[C:3]([CH3:11])=[C:4]([C@H:8]([NH2:10])[CH3:9])[CH:5]=[CH:6][CH:7]=1.[C:12](O[C:12]([O:14][C:15]([CH3:18])([CH3:17])[CH3:16])=[O:13])([O:14][C:15]([CH3:18])([CH3:17])[CH3:16])=[O:13].C(Cl)Cl.C(N(CC)CC)C. The catalyst is O. The product is [Br:1][C:2]1[C:3]([CH3:11])=[C:4]([C@H:8]([NH:10][C:12](=[O:13])[O:14][C:15]([CH3:18])([CH3:17])[CH3:16])[CH3:9])[CH:5]=[CH:6][CH:7]=1. The yield is 0.592. (9) The reactants are CO[C:3](=[O:28])[C:4]1[CH:9]=[C:8]([C:10]2[N:11]([O:15][CH2:16][C:17]3[CH:22]=[CH:21][CH:20]=[CH:19][CH:18]=3)[N:12]=[CH:13][CH:14]=2)[C:7]([C:23]([F:26])([F:25])[F:24])=[CH:6][C:5]=1[NH2:27].CC[N:31]([CH2:34]C)CC.[CH3:36][S:37]([NH:40]N)(=[O:39])=[O:38].[OH-:42].[Na+]. The catalyst is C(Cl)Cl. The product is [CH2:16]([O:15][N:11]1[C:10]([C:8]2[CH:9]=[C:4]3[C:5](=[CH:6][C:7]=2[C:23]([F:24])([F:26])[F:25])[NH:27][C:34](=[O:42])[N:31]([NH:40][S:37]([CH3:36])(=[O:39])=[O:38])[C:3]3=[O:28])=[CH:14][CH:13]=[N:12]1)[C:17]1[CH:18]=[CH:19][CH:20]=[CH:21][CH:22]=1. The yield is 0.300.